Dataset: Peptide-MHC class I binding affinity with 185,985 pairs from IEDB/IMGT. Task: Regression. Given a peptide amino acid sequence and an MHC pseudo amino acid sequence, predict their binding affinity value. This is MHC class I binding data. (1) The peptide sequence is PYIACRTSI. The MHC is H-2-Kb with pseudo-sequence H-2-Kb. The binding affinity (normalized) is 0.385. (2) The peptide sequence is GLYEAIEEC. The MHC is HLA-A02:11 with pseudo-sequence HLA-A02:11. The binding affinity (normalized) is 0.898. (3) The peptide sequence is KAYAQMWSL. The MHC is HLA-E01:01 with pseudo-sequence HLA-E01:03. The binding affinity (normalized) is 0.0847.